This data is from Drug-target binding data from BindingDB using Ki measurements. The task is: Regression. Given a target protein amino acid sequence and a drug SMILES string, predict the binding affinity score between them. We predict pKi (pKi = -log10(Ki in M); higher means stronger inhibition). Dataset: bindingdb_ki. (1) The drug is O=S1(=O)C=Cc2cc(-c3ccc(C(F)(F)F)cc3)ccc2O1. The target protein (P00918) has sequence MSHHWGYGKHNGPEHWHKDFPIAKGERQSPVDIDTHTAKYDPSLKPLSVSYDQATSLRILNNGHAFNVEFDDSQDKAVLKGGPLDGTYRLIQFHFHWGSLDGQGSEHTVDKKKYAAELHLVHWNTKYGDFGKAVQQPDGLAVLGIFLKVGSAKPGLQKVVDVLDSIKTKGKSADFTNFDPRGLLPESLDYWTYPGSLTTPPLLECVTWIVLKEPISVSSEQVLKFRKLNFNGEGEPEELMVDNWRPAQPLKNRQIKASFK. The pKi is 5.0. (2) The small molecule is Oc1ccccc1O. The target protein (Q99N23) has sequence MWALDFLLSFLLIQLAAQVDSSGTWCYDSQDPKCGPAHWKELAPACGGPTQSPINIDLRLVQRDYTLKPFIFQGYDSAPQDPWVLENDGHTVLLRVNSCQQNCPAIRGAGLPSPEYRLLQLHFHWGSPGHQGSEHSLDEKHGSMEMHMVHMNTKYQSMEDARSQPDGFAILAVLLVEEDRDNTNFSAIVSGLKNLSSPGVAVNLTSTFALASLLPSALRLLRYYRYSGSLTTPGCEPAVLWTVFENTVPIGHAQVVQFQAVLQTGPPGLHPRPLTSNFRPQQPLGGRRISASPEASVRSSVSTLPCLHLALVGLGVGLRLWQGP. The pKi is 5.0. (3) The small molecule is O=Cc1cccnc1Cl. The target protein (P53184) has sequence MKTLIVVDMQNDFISPLGSLTVPKGEELINPISDLMQDADRDWHRIVVTRDWHPSRHISFAKNHKDKEPYSTYTYHSPRPGDDSTQEGILWPVHCVKNTWGSQLVDQIMDQVVTKHIKIVDKGFLTDREYYSAFHDIWNFHKTDMNKYLEKHHTDEVYIVGVALEYCVKATAISAAELGYKTTVLLDYTRPISDDPEVINKVKEELKAHNINVVDK. The pKi is 3.3. (4) The small molecule is Nc1cnc(-c2ccc(-c3ccccc3-c3ccc(N)nn3)cc2F)cn1. The target protein (P39748) has sequence MGIQGLAKLIADVAPSAIRENDIKSYFGRKVAIDASMSIYQFLIAVRQGGDVLQNEEGETTSHLMGMFYRTIRMMENGIKPVYVFDGKPPQLKSGELAKRSERRAEAEKQLQQAQAAGAEQEVEKFTKRLVKVTKQHNDECKHLLSLMGIPYLDAPSEAEASCAALVKAGKVYAAATEDMDCLTFGSPVLMRHLTASEAKKLPIQEFHLSRILQELGLNQEQFVDLCILLGSDYCESIRGIGPKRAVDLIQKHKSIEEIVRRLDPNKYPVPENWLHKEAHQLFLEPEVLDPESVELKWSEPNEEELIKFMCGEKQFSEERIRSGVKRLSKSRQGSTQGRLDDFFKVTGSLSSAKRKEPEPKGSTKKKAKTGAAGKFKRGK. The pKi is 7.4. (5) The drug is CCCCCCCCCCCCc1ccc(S(=O)(=O)Nc2nnc(S(N)(=O)=O)s2)cc1. The target protein (P31750) has sequence MNDVAIVKEGWLHKRGEYIKTWRPRYFLLKNDGTFIGYKERPQDVDQRESPLNNFSVAQCQLMKTERPRPNTFIIRCLQWTTVIERTFHVETPEEREEWATAIQTVADGLKRQEEETMDFRSGSPSDNSGAEEMEVSLAKPKHRVTMNEFEYLKLLGKGTFGKVILVKEKATGRYYAMKILKKEVIVAKDEVAHTLTENRVLQNSRHPFLTALKYSFQTHDRLCFVMEYANGGELFFHLSRERVFSEDRARFYGAEIVSALDYLHSEKNVVYRDLKLENLMLDKDGHIKITDFGLCKEGIKDGATMKTFCGTPEYLAPEVLEDNDYGRAVDWWGLGVVMYEMMCGRLPFYNQDHEKLFELILMEEIRFPRTLGPEAKSLLSGLLKKDPTQRLGGGSEDAKEIMQHRFFANIVWQDVYEKKLSPPFKPQVTSETDTRYFDEEFTAQMITITPPDQDDSMECVDSERRPHFPQFSYSASGTA. The pKi is 5.2. (6) The compound is Nc1ccc(S(N)(=O)=O)cc1F. The target protein (O24855) has sequence MKAFLGALEFQENEYEELKELYESLKTKQKPHTLFISCVDSRVVPNLITGTKPGELYVICNMGNVNPPKTSYKESLSTIASIEYAIAHVGVQNLIICGHSDCGACGSVHLIHDETTKAKTPYIANWIQFLEPVKEELKNHPQFSNHFAKRSWLTERLNARLQLNNLLSYDFIQEKASKNELKIFGWHYIIETGRIYNYNFESHFFEPIGETIKQRKSHENF. The pKi is 5.9. (7) The compound is Clc1cccc(OC[C@@H]2CN(CCN3CCc4ccccc43)CCO2)c1. The target protein (Q61616) has sequence MAPNTSTMDETGLPVERDFSFRILTACFLSLLILSTLLGNTLVCAAVIRFRHLRSKVTNFFVISLAVSDLLVAVLVMPWKAVAEIAGFWPFGSFCNIWVAFDIMCSTASILNLCVISVDRYWAISSPFQYERKMTPKAAFILISVAWTLSVLISFIPVQLSWHKAKPTWPLDGNFTSLEDAEDDNCDTRLSRTYAISSSLISFYIPVAIMIVTYTSIYRIAQKQIRRISALERAAVHAKNCQTTTGNGNPVECSQSESSFKMSFKRETKVLKTLSVIMGVFVCCWLPFFISNCMVPFCGSEETQPFCIDSITFDVFVWFGWANSSLNPIIYAFNADFQKAFSTLLGCYRLCPTTNNAIETVSINNNGAVMFSSHHEPRGSISKDCNLVYLIPHAVGSSEDLKREEAGGIPKPLEKLSPALSVILDYDTDVSLEKIQPVTHSGQHST. The pKi is 5.7. (8) The compound is C=[NH+]C(Cc1c[nH]c2ccccc12)C(=O)[O-]. The target protein (Q91Y77) has sequence MVPSLEEPAAAERETNEAQPPGPAPSDDAPLPVPGPSDVSDGSVEKVEVELTRSTGNQEPPEPPEGGWGWLVMLAAMWCNGSVFGIQNAYGVLFVSMLETFGAKDDDNMAFKAAWVGSLSMGMIFFCCPIVSVFTDMFGCRRTAVLGAAVGFVGLMSSSFVSSIEPLYFTYGVVFACGCSFAYQPSLVILGHYFKKRLGLVNGIVTAGSSVFTILLPLLLGNLTSTVGLCYTLRILCIFMFVLFLAGFTYRPLVPSSKEKESEDSRSSFFSRRKLSPPKKIFNFALFKETAYAVWAAGIPLALFGYFVPYVHLMNHVKERFKDVNNKEVLFMCIGVTSGVGRLLFGRIADYLPGVKKVYLQVLSFFFIGLTSMMIPLCSVFGALIALCLIMGLFDGCFISIMAPIAFELVGPQDASQAIGFLLGFMSIPMTVGPPVAGLLHDKLGSYDLAFYLAGIPPFIGGAVLCLIPWIHSKKQREISKNTGGEKMEKMLANQSSLLS.... The pKi is 2.5. (9) The target protein (P16924) has sequence HTDFFTSIGHMTDLINTEKDLVISKLKDYIKAEESKLEQIKKWAEKLDKLTDTATKDPEGFLGHPANAFKLMKRLNTEWGELESLVLKDMSDGFISNMTIQRQFFPNDEDQTGARKALLRLQDTYNLDTDTLSRGNLPGVKHKSFLTAEDCFELGKIRYTEADYYHTELWMEQALKQLDEGEVSSADKVYILDYLSYAVYQQGDLSKAMMLTKRLLELDPEHQRANGNMKYFEYIMAKEKEANKSSTDAEDQTDKETEVKKKDYLPERRKYEMLCRGEGLKMTPRRQKRLFCRYYDGNRNPRYILGPVKQEDEWDKPRIVRFLDIISDEEIETVKELAKPRLSRATVHDPETGKLTTAHYRVSKSAWLSGYESPVVSRINTRIQDLTGLDVSTAEELQVANYGVGGQYEPHFDFGRKDEPDAFKELGTGNRIATWLFYMSDVSAGGATVFPEVGASVWPKKGTAVFWYNLFPSGEGDYSTRHAACPVLVGNKWVSNKWLH.... The pKi is 2.5. The compound is O=C(O)c1ccc(O)cc1.